Task: Predict which catalyst facilitates the given reaction.. Dataset: Catalyst prediction with 721,799 reactions and 888 catalyst types from USPTO Reactant: [C:1]([C:3]1[CH:4]=[CH:5][C:6]([CH:13]([F:15])[F:14])=[C:7]([CH:12]=1)[C:8]([O:10][CH3:11])=[O:9])#[N:2].[ClH:16].[H][H]. Product: [ClH:16].[NH2:2][CH2:1][C:3]1[CH:4]=[CH:5][C:6]([CH:13]([F:14])[F:15])=[C:7]([CH:12]=1)[C:8]([O:10][CH3:11])=[O:9]. The catalyst class is: 43.